Dataset: Experimentally validated miRNA-target interactions with 360,000+ pairs, plus equal number of negative samples. Task: Binary Classification. Given a miRNA mature sequence and a target amino acid sequence, predict their likelihood of interaction. (1) Result: 0 (no interaction). The protein sequence of the target gene is MDDRYPALQRAQLRLDFIHANSTTHSFLFGALAELLDNARDAGAERLDVFSVDNEKLQGGFMLCFLDDGCGMSPEEASDIIYFGRSKKRLSTLKFIGQYGNGLKSGSMRIGKDFILFTKKEETMTCVFFSQTFCEEESLSEVVVPMPSWLIRTRESVTDDPQKFAMELSIIYKYSPFKTEAELMQQFDVIYGKCGTLLVIYNLKLLLNGEPELDVKTDKEDILMAGALEDFPARWSFRAYTSVLYFNPWMRIFIQAKRVKTKHLCYCLYRPRKYLYVTSSFKGAFKDEVKKAEEAVKIAE.... The miRNA is cel-miR-56-3p with sequence UACCCGUAAUGUUUCCGCUGAG. (2) Result: 1 (interaction). The miRNA is hsa-miR-92a-3p with sequence UAUUGCACUUGUCCCGGCCUGU. The protein sequence of the target gene is MPLPEPSEQEGESVKAGQEPSPKPGTDVIPAAPRKPREFSKLVLLTASDQDEDGVGSKPQEVHCVLSLEMAGPATLASTLQILPVEEQGGVVQPALEMPEQKCSKLDAAAPQSLEFLRTPFGGRLLVLESFLYKQEKAVGDKVYWKCRQHAELGCRGRAITRGLRATVMRGHCHAPDEQGLEARRQREKLPSLALPEGLGEPQGPEGPGGRVEEPLEGVGPWQCPEEPEPTPGLVLSKPALEEEEAPRALSLLSLPPKKRSILGLGQARPLEFLRTCYGGSFLVHESFLYKREKAVGDKV.... (3) The miRNA is hsa-miR-5698 with sequence UGGGGGAGUGCAGUGAUUGUGG. The protein sequence of the target gene is MSRSKRDNNFYSVEIGDSTFTVLKRYQNLKPIGSGAQGIVCAAYDAILERNVAIKKLSRPFQNQTHAKRAYRELVLMKCVNHKNIIGLLNVFTPQKSLEEFQDVYIVMELMDANLCQVIQMELDHERMSYLLYQMLCGIKHLHSAGIIHRDLKPSNIVVKSDCTLKILDFGLARTAGTSFMMTPYVVTRYYRAPEVILGMGYKENVDLWSVGCIMGEMVCHKILFPGRDYIDQWNKVIEQLGTPCPEFMKKLQPTVRTYVENRPKYAGYSFEKLFPDVLFPADSEHNKLKASQARDLLSK.... Result: 0 (no interaction). (4) The miRNA is hsa-miR-3166 with sequence CGCAGACAAUGCCUACUGGCCUA. The protein sequence of the target gene is MRGSGPRGAGRRRPPSGGGDTPITPASLAGCYSAPRRAPLWTCLLLCAALRTLLASPSNEVNLLDSRTVMGDLGWIAFPKNGWEEIGEVDENYAPIHTYQVCKVMEQNQNNWLLTSWISNEGASRIFIELKFTLRDCNSLPGGLGTCKETFNMYYFESDDQNGRNIKENQYIKIDTIAADESFTELDLGDRVMKLNTEVRDVGPLSKKGFYLAFQDVGACIALVSVRVYYKKCPSVVRHLAVFPDTITGADSSQLLEVSGSCVNHSVTDEPPKMHCSAEGEWLVPIGKCMCKAGYEEKNG.... Result: 0 (no interaction). (5) The miRNA is hsa-miR-4641 with sequence UGCCCAUGCCAUACUUUUGCCUCA. The protein sequence of the target gene is MDLVYGLVWLLTVLLEGISGQGVYAPPTVRIVHSGLACNIEEERYSERVYTIREGETLELTCLVTGHPRPQIRWTKTAGSASDRFQDSSVFNETLRITNIQRHQGGRYYCKAENGLGSPAIKSIRVDVYYLDDPVVTVHQSIGEAKEQFYYERTVFLRCVANSNPPVRYSWRRGQEVLLQGSDKGVEIYEPFFTQGETKILKLKNLRPQDYANYSCIASVRNVCNIPDKMVSFRLSNKTASPSIKLLVDDPIVVNPGEAITLVCVTTGGEPTPSLTWVRSFGTLPEKIVLNGGTLTIPAI.... Result: 0 (no interaction). (6) The miRNA is mmu-miR-873a-5p with sequence GCAGGAACUUGUGAGUCUCCU. Result: 0 (no interaction). The protein sequence of the target gene is MANPGLGLLLALGLPFLLARWGRAWGQIQTTSANENSTVLPSSTSSSSDGNLRPEAITAIIVVFSLLAALLLAVGLALLVRKLREKRQTEGTYRPSSEEQVGARVPPTPNLKLPPEERLI. (7) Result: 0 (no interaction). The miRNA is hsa-miR-29c-3p with sequence UAGCACCAUUUGAAAUCGGUUA. The protein sequence of the target gene is MKRLPLLVVFSTLLNCSYTQNCTKTPCLPNAKCEIRNGIEACYCNMGFSGNGVTICEDDNECGNLTQSCGENANCTNTEGSYYCMCVPGFRSSSNQDRFITNDGTVCIENVNANCHLDNVCIAANINKTLTKIRSIKEPVALLQEVYRNSVTDLSPTDIITYIEILAESSSLLGYKNNTISAKDTLSNSTLTEFVKTVNNFVQRDTFVVWDKLSVNHRRTHLTKLMHTVEQATLRISQSFQKTTEFDTNSTDIALKVFFFDSYNMKHIHPHMNMDGDYINIFPKRKAAYDSNGNVAVAFV.... (8) The miRNA is hsa-miR-5009-5p with sequence UUGGACUUUUUCAGAUUUGGGGAU. The protein sequence of the target gene is MATKARVMYDFAAEPGNNELTVTEGEIITVTNPNVGGGWLEGKNNKGEQGLVPTDYVEILPNDGKDPFSCGNSVADQAFLDSLTASTAQTNSSSANSNNQVGGGNDPWTAWNAPKPGNWDSSDAWGSRTDGTSAQRNSSANNWDTGFGHPQAYQGPATGDDDEWDEDWDDPKSSSPYFKDSEPAEAGGIQRGNSRAGASSMKLPLNKFPGFAKPGMEQYLLAKQLAKPKEKIAIIVGDYGPMWVYPTSTFDCVVADPRKGSKMYGLKSYIEYQLTPTNTNRSVNHRYKHFDWLYERLLVK.... Result: 0 (no interaction).